This data is from Choline transporter screen with 302,306 compounds. The task is: Binary Classification. Given a drug SMILES string, predict its activity (active/inactive) in a high-throughput screening assay against a specified biological target. (1) The drug is Clc1c(NC(=O)c2occc2)ccc(NC(=O)c2cc3OCCOc3cc2)c1. The result is 0 (inactive). (2) The result is 0 (inactive). The drug is Clc1sc(C(=O)N\N=C2\CCCCCC2)cc1. (3) The compound is O1CCN(C2=C(NCc3ccc(C(=O)NC4CCCCCCC4)cc3)C(=O)C2=O)CC1. The result is 1 (active).